This data is from Full USPTO retrosynthesis dataset with 1.9M reactions from patents (1976-2016). The task is: Predict the reactants needed to synthesize the given product. (1) Given the product [Cl:25][CH:7]([CH:3]1[CH2:4][CH2:5][CH2:6][S:2]1(=[O:22])=[O:1])[C:8]1[CH:13]=[CH:12][C:11]([CH:14]([CH3:20])[C:15]([O:17][CH2:18][CH3:19])=[O:16])=[CH:10][CH:9]=1, predict the reactants needed to synthesize it. The reactants are: [O:1]=[S:2]1(=[O:22])[CH2:6][CH2:5][CH2:4][CH:3]1[CH:7](O)[C:8]1[CH:13]=[CH:12][C:11]([CH:14]([CH3:20])[C:15]([O:17][CH2:18][CH3:19])=[O:16])=[CH:10][CH:9]=1.S(Cl)([Cl:25])=O. (2) Given the product [C:27]1([CH:7]([C:1]2[CH:6]=[CH:5][CH:4]=[CH:3][CH:2]=2)[N:8]2[C:16]3[C:11](=[CH:12][CH:13]=[CH:14][CH:15]=3)[CH:10]([C:18]3[CH:23]=[C:22]([F:24])[CH:21]=[CH:20][C:19]=3[OH:25])[C:9]2=[O:26])[CH:28]=[CH:29][CH:30]=[CH:31][CH:32]=1, predict the reactants needed to synthesize it. The reactants are: [C:1]1([CH:7]([C:27]2[CH:32]=[CH:31][CH:30]=[CH:29][CH:28]=2)[N:8]2[C:16]3[C:11](=[CH:12][CH:13]=[CH:14][CH:15]=3)[C:10]([C:18]3[CH:23]=[C:22]([F:24])[CH:21]=[CH:20][C:19]=3[OH:25])(O)[C:9]2=[O:26])[CH:6]=[CH:5][CH:4]=[CH:3][CH:2]=1.C1(C(C2C=CC=CC=2)N2C3C(=CC=CC=3)C(O)(C3C=C(C)C(OC)=CC=3O)C2=O)C=CC=CC=1.